Dataset: Forward reaction prediction with 1.9M reactions from USPTO patents (1976-2016). Task: Predict the product of the given reaction. (1) Given the reactants [NH4+:1].[Cl-].C.C[O:5][C:6]([C@@H:8]1[C@H:12]([CH2:13][N:14]=[N+:15]=[N-:16])[CH2:11][CH2:10][N:9]1[C@H:17]([C:19]1[CH:24]=[CH:23][CH:22]=[CH:21][CH:20]=1)[CH3:18])=O, predict the reaction product. The product is: [N:14]([CH2:13][C@@H:12]1[CH2:11][CH2:10][N:9]([C@H:17]([C:19]2[CH:24]=[CH:23][CH:22]=[CH:21][CH:20]=2)[CH3:18])[C@@H:8]1[C:6]([NH2:1])=[O:5])=[N+:15]=[N-:16]. (2) The product is: [CH2:22]([O:24][C:25]([C:27]1([C:30]2[CH:35]=[CH:34][C:33]([C:16]3[CH:17]=[CH:18][C:13]([C:12]4[O:11][N:10]=[C:9]([CH3:20])[C:8]=4[NH:7][C:6]([O:5][C:1]([CH3:4])([CH3:3])[CH3:2])=[O:21])=[CH:14][CH:15]=3)=[CH:32][CH:31]=2)[CH2:28][CH2:29]1)=[O:26])[CH3:23]. Given the reactants [C:1]([O:5][C:6](=[O:21])[NH:7][C:8]1[C:9]([CH3:20])=[N:10][O:11][C:12]=1[C:13]1[CH:18]=[CH:17][C:16](Br)=[CH:15][CH:14]=1)([CH3:4])([CH3:3])[CH3:2].[CH2:22]([O:24][C:25]([C:27]1([C:30]2[CH:35]=[CH:34][C:33](B3OC(C)(C)C(C)(C)O3)=[CH:32][CH:31]=2)[CH2:29][CH2:28]1)=[O:26])[CH3:23].C(=O)(O)[O-].[Na+], predict the reaction product. (3) Given the reactants Cl[C:2]1[C:7]([F:8])=[CH:6][N:5]=[C:4]([N:9]2[CH2:13][CH2:12][C@H:11]([NH:14][CH2:15][C:16]3[CH:21]=[CH:20][C:19]([Cl:22])=[CH:18][C:17]=3[Cl:23])[CH2:10]2)[N:3]=1.[CH3:24][O-:25].[Na+].CO, predict the reaction product. The product is: [Cl:23][C:17]1[CH:18]=[C:19]([Cl:22])[CH:20]=[CH:21][C:16]=1[CH2:15][NH:14][CH:11]1[CH2:12][CH2:13][N:9]([C:4]2[N:3]=[C:2]([O:25][CH3:24])[C:7]([F:8])=[CH:6][N:5]=2)[CH2:10]1.